This data is from Catalyst prediction with 721,799 reactions and 888 catalyst types from USPTO. The task is: Predict which catalyst facilitates the given reaction. (1) The catalyst class is: 16. Reactant: [Cl:1][C:2]1[CH:3]=[C:4]([CH:14]=[C:15]([Cl:41])[C:16]=1[CH2:17][C@@H:18]1[CH2:22][CH2:21][N:20]([N:23]2[CH2:28][CH2:27][CH:26]([O:29][Si:30]([CH:37]([CH3:39])[CH3:38])([CH:34]([CH3:36])[CH3:35])[CH:31]([CH3:33])[CH3:32])[CH2:25][CH2:24]2)[C:19]1=[O:40])[O:5][C:6]1[CH:13]=[CH:12][C:9]([C:10]#[N:11])=[CH:8][CH:7]=1.C(=O)([O-])[O-:43].[K+].[K+].OO.C(OCC)(=O)C. Product: [Cl:1][C:2]1[CH:3]=[C:4]([CH:14]=[C:15]([Cl:41])[C:16]=1[CH2:17][C@@H:18]1[CH2:22][CH2:21][N:20]([N:23]2[CH2:24][CH2:25][CH:26]([O:29][Si:30]([CH:34]([CH3:35])[CH3:36])([CH:37]([CH3:39])[CH3:38])[CH:31]([CH3:32])[CH3:33])[CH2:27][CH2:28]2)[C:19]1=[O:40])[O:5][C:6]1[CH:13]=[CH:12][C:9]([C:10]([NH2:11])=[O:43])=[CH:8][CH:7]=1. (2) Reactant: [CH3:1][C:2]1[CH2:6][CH:5]=[C:4]([C:7]2[CH:12]=[CH:11][CH:10]=[CH:9][CH:8]=2)[CH:3]=1.[CH3:13][C:14]([CH3:16])=O.N1CCCC1.OP(O)(O)=O. Product: [CH3:1][C:2]1[C:6](=[C:14]([CH3:16])[CH3:13])[CH:5]=[C:4]([C:7]2[CH:12]=[CH:11][CH:10]=[CH:9][CH:8]=2)[CH:3]=1. The catalyst class is: 8. (3) Reactant: [NH:1]([C:3]([C@@H:5]1[CH2:9][CH2:8][CH2:7][C@H:6]1[NH:10][C:11](=[O:17])[O:12][C:13]([CH3:16])([CH3:15])[CH3:14])=[O:4])[NH2:2].[CH2:18]([O:25][N:26]1[C:32](=[O:33])[N:31]2[CH2:34][C@H:27]1[CH2:28][CH2:29][C@H:30]2[C:35](O)=[O:36])[C:19]1[CH:24]=[CH:23][CH:22]=[CH:21][CH:20]=1.C1C=CC2N(O)N=NC=2C=1.CCN=C=NCCCN(C)C. Product: [CH2:18]([O:25][N:26]1[C:32](=[O:33])[N:31]2[CH2:34][C@H:27]1[CH2:28][CH2:29][C@H:30]2[C:35]([NH:2][NH:1][C:3]([C@@H:5]1[CH2:9][CH2:8][CH2:7][C@H:6]1[NH:10][C:11](=[O:17])[O:12][C:13]([CH3:14])([CH3:16])[CH3:15])=[O:4])=[O:36])[C:19]1[CH:20]=[CH:21][CH:22]=[CH:23][CH:24]=1. The catalyst class is: 64. (4) Reactant: [CH2:1]([O:3]C(OCC)OCC)[CH3:2].[Br:11][CH2:12][CH2:13][C:14](=[O:18])[CH2:15][CH2:16][Br:17].C1(C)C=CC(S([O-])(=O)=O)=CC=1.[OH-].[K+]. Product: [Br:11][CH2:12][CH2:13][C:14]1([CH2:15][CH2:16][Br:17])[O:3][CH2:1][CH2:2][O:18]1. The catalyst class is: 196.